This data is from Reaction yield outcomes from USPTO patents with 853,638 reactions. The task is: Predict the reaction yield, written as a fraction of the theoretical maximum amount of product (1.0 means a 100% yield; for example, 0.34 means a 34% yield). (1) The reactants are [Cl:1][C:2]1[CH:7]=[C:6]([Cl:8])[CH:5]=[CH:4][C:3]=1[C:9]1[N:10]=[C:11](/[CH:14]=[CH:15]/[C:16]2[CH:21]=[CH:20][C:19]([C:22]3[CH:27]=[CH:26][C:25]([O:28][CH3:29])=[CH:24][CH:23]=3)=[CH:18][CH:17]=2)[NH:12][CH:13]=1.Br[CH2:31][CH2:32][CH3:33]. No catalyst specified. The product is [Cl:1][C:2]1[CH:7]=[C:6]([Cl:8])[CH:5]=[CH:4][C:3]=1[C:9]1[N:10]=[C:11](/[CH:14]=[CH:15]/[C:16]2[CH:21]=[CH:20][C:19]([C:22]3[CH:23]=[CH:24][C:25]([O:28][CH3:29])=[CH:26][CH:27]=3)=[CH:18][CH:17]=2)[N:12]([CH2:31][CH2:32][CH3:33])[CH:13]=1. The yield is 0.680. (2) The reactants are [Cl:1][C:2]1[CH:7]=[CH:6][C:5]([C:8]2[S:9][C:10]3[N:11]=[C:12]([NH2:23])[N:13]=[C:14]([N:17]4[CH2:22][CH2:21][NH:20][CH2:19][CH2:18]4)[C:15]=3[N:16]=2)=[CH:4][CH:3]=1.[CH3:24][O:25][C:26]1[CH:36]=[CH:35][C:29]([O:30][CH2:31][C:32](O)=[O:33])=[CH:28][CH:27]=1. No catalyst specified. The product is [NH2:23][C:12]1[N:13]=[C:14]([N:17]2[CH2:18][CH2:19][N:20]([C:32](=[O:33])[CH2:31][O:30][C:29]3[CH:35]=[CH:36][C:26]([O:25][CH3:24])=[CH:27][CH:28]=3)[CH2:21][CH2:22]2)[C:15]2[N:16]=[C:8]([C:5]3[CH:6]=[CH:7][C:2]([Cl:1])=[CH:3][CH:4]=3)[S:9][C:10]=2[N:11]=1. The yield is 0.630. (3) The reactants are C1(P(=[CH:20][C:21]([O:23][CH3:24])=[O:22])(C2C=CC=CC=2)C2C=CC=CC=2)C=CC=CC=1.[CH2:25]([O:29][C:30]1[CH:31]=[C:32]([CH:35]=[CH:36][C:37]=1[I:38])[CH:33]=O)[CH2:26][CH2:27][CH3:28]. The catalyst is C1(C)C=CC=CC=1. The product is [CH2:25]([O:29][C:30]1[CH:31]=[C:32](/[CH:33]=[CH:20]/[C:21]([O:23][CH3:24])=[O:22])[CH:35]=[CH:36][C:37]=1[I:38])[CH2:26][CH2:27][CH3:28]. The yield is 0.870. (4) The reactants are [Cl:1][C:2]1[N:7]=[CH:6][C:5]([CH2:8][OH:9])=[C:4]([NH:10][CH2:11][CH3:12])[CH:3]=1. The catalyst is C(Cl)Cl.O=[Mn]=O. The product is [Cl:1][C:2]1[CH:3]=[C:4]([NH:10][CH2:11][CH3:12])[C:5]([CH:8]=[O:9])=[CH:6][N:7]=1. The yield is 0.890. (5) The reactants are [CH3:1][S:2]([C:5]1[CH:6]=[C:7]2[C:11](=[CH:12][CH:13]=1)[N:10]([CH2:14][C:15]1[CH:20]=[CH:19][C:18]([C:21]3[CH2:22][CH2:23][N:24]([C:27]([O:29][C:30]([CH3:33])([CH3:32])[CH3:31])=[O:28])[CH2:25][CH:26]=3)=[CH:17][N:16]=1)[CH:9]=[CH:8]2)(=[O:4])=[O:3].ClCCl.C1([SiH3])C=CC=CC=1.S([O-])([O-])(=[O:46])=S.[Na+].[Na+]. The catalyst is C(O)(C)C.CC(C)(C)/C(/O)=C/C(C(C)(C)C)=O.CC(C)(C)/C(/O)=C/C(C(C)(C)C)=O.CC(C)(C)/C(/O)=C/C(C(C)(C)C)=O.[Mn].O. The product is [OH:46][C:21]1([C:18]2[CH:19]=[CH:20][C:15]([CH2:14][N:10]3[C:11]4[C:7](=[CH:6][C:5]([S:2]([CH3:1])(=[O:3])=[O:4])=[CH:13][CH:12]=4)[CH:8]=[CH:9]3)=[N:16][CH:17]=2)[CH2:22][CH2:23][N:24]([C:27]([O:29][C:30]([CH3:33])([CH3:32])[CH3:31])=[O:28])[CH2:25][CH2:26]1. The yield is 0.250. (6) The reactants are [Cl-].[Al+3].[Cl-].[Cl-].[F:5][C:6]([F:18])([F:17])[C:7]1[CH:15]=[CH:14][C:10]([C:11](Cl)=[O:12])=[C:9](F)[CH:8]=1.[F:19][C:20]1[CH:21]=[C:22]([O:26][CH3:27])[CH:23]=[CH:24][CH:25]=1. The catalyst is [N+](C1C=CC=CC=1)([O-])=O. The product is [F:19][C:20]1[CH:21]=[C:22]([O:26][CH3:27])[CH:23]=[CH:24][C:25]=1[C:11]([C:10]1[CH:14]=[CH:15][C:7]([C:6]([F:18])([F:17])[F:5])=[CH:8][CH:9]=1)=[O:12]. The yield is 0.240.